Dataset: Reaction yield outcomes from USPTO patents with 853,638 reactions. Task: Predict the reaction yield, written as a fraction of the theoretical maximum amount of product (1.0 means a 100% yield; for example, 0.34 means a 34% yield). (1) The reactants are Cl.[Cl:2][C:3]1[N:8]=[C:7](SC)[N:6]2[CH:11]=[CH:12][N:13]=[C:5]2[CH:4]=1.[OH-:14].[K+].CS.Cl. The catalyst is CO.O. The product is [Cl:2][C:3]1[NH:8][C:7](=[O:14])[N:6]2[CH:11]=[CH:12][N:13]=[C:5]2[CH:4]=1. The yield is 0.870. (2) The reactants are [C:1](OC(=O)C)(=[O:3])[CH3:2].[NH:8]1[CH2:11][CH:10]([N:12]([CH:41]([CH3:43])[CH3:42])[C:13]([C:15]2[S:19][C:18]3=[N:20][C@:21]([C:31]4[CH:36]=[CH:35][C:34]([Cl:37])=[CH:33][CH:32]=4)([CH3:30])[C@@H:22]([C:23]4[CH:28]=[CH:27][C:26]([Cl:29])=[CH:25][CH:24]=4)[N:17]3[C:16]=2[CH:38]([CH3:40])[CH3:39])=[O:14])[CH2:9]1.C(N(CC)CC)C. The catalyst is ClCCl. The product is [C:1]([N:8]1[CH2:9][CH:10]([N:12]([CH:41]([CH3:43])[CH3:42])[C:13]([C:15]2[S:19][C:18]3=[N:20][C@:21]([C:31]4[CH:36]=[CH:35][C:34]([Cl:37])=[CH:33][CH:32]=4)([CH3:30])[C@@H:22]([C:23]4[CH:24]=[CH:25][C:26]([Cl:29])=[CH:27][CH:28]=4)[N:17]3[C:16]=2[CH:38]([CH3:39])[CH3:40])=[O:14])[CH2:11]1)(=[O:3])[CH3:2]. The yield is 0.700. (3) The reactants are Cl[C:2]1[CH:11]=[CH:10][N:9]=[C:8]2[C:3]=1[C:4]1[CH:16]=[CH:15][CH:14]=[CH:13][C:5]=1[C:6](=[O:12])[NH:7]2.[F:17][C:18]1[CH:24]=[CH:23][C:21]([NH2:22])=[CH:20][CH:19]=1. No catalyst specified. The product is [F:17][C:18]1[CH:24]=[CH:23][C:21]([NH:22][C:2]2[CH:11]=[CH:10][N:9]=[C:8]3[C:3]=2[C:4]2[CH:16]=[CH:15][CH:14]=[CH:13][C:5]=2[C:6](=[O:12])[NH:7]3)=[CH:20][CH:19]=1. The yield is 0.700. (4) The reactants are C(=O)([O-])[O-].[K+].[K+].[CH2:7](Br)[C:8]#[CH:9].[C:11]([O:15][C:16]([N:18]1[CH2:23][CH2:22][NH:21][CH2:20][CH2:19]1)=[O:17])([CH3:14])([CH3:13])[CH3:12]. The catalyst is CC(C)=O. The product is [C:11]([O:15][C:16]([N:18]1[CH2:23][CH2:22][N:21]([CH2:9][C:8]#[CH:7])[CH2:20][CH2:19]1)=[O:17])([CH3:14])([CH3:12])[CH3:13]. The yield is 0.800.